From a dataset of CYP2C19 inhibition data for predicting drug metabolism from PubChem BioAssay. Regression/Classification. Given a drug SMILES string, predict its absorption, distribution, metabolism, or excretion properties. Task type varies by dataset: regression for continuous measurements (e.g., permeability, clearance, half-life) or binary classification for categorical outcomes (e.g., BBB penetration, CYP inhibition). Dataset: cyp2c19_veith. (1) The compound is O=C1C(=O)c2ccccc2C(O)=C1C1CCC(c2ccc(Cl)cc2)CC1. The result is 0 (non-inhibitor). (2) The drug is COc1cc(-c2nnc(-c3ccc(N4CCOCC4)cc3)o2)cc(OC)c1OC. The result is 1 (inhibitor). (3) The molecule is CC(C)SC(=N)N. The result is 0 (non-inhibitor). (4) The molecule is O=C(NC(=S)Nc1cccc(Cl)c1N1CCCCC1)c1ccco1. The result is 1 (inhibitor). (5) The drug is Nc1nc2c(c(=O)[nH]1)CN(c1ccc(S(N)(=O)=O)cc1)CN2. The result is 0 (non-inhibitor). (6) The drug is Cl.O=C(CNCCO)N1CCc2ccccc21. The result is 0 (non-inhibitor). (7) The compound is CC(=O)NC1=C(OS(=O)(=O)c2ccc(C)cc2)CN(C)C1=O. The result is 0 (non-inhibitor). (8) The drug is COc1ccc2c(c1)CCc1sc(NC(=O)c3ccc(C)cc3)nc1-2. The result is 1 (inhibitor). (9) The compound is CC(=O)Nc1ccc(Nc2ncnc3c2cnn3-c2ccccc2)cc1. The result is 1 (inhibitor). (10) The molecule is CC(C)CN1CCC2(CC1)CCN(C(=O)Oc1ccccc1)CC2. The result is 0 (non-inhibitor).